This data is from Reaction yield outcomes from USPTO patents with 853,638 reactions. The task is: Predict the reaction yield, written as a fraction of the theoretical maximum amount of product (1.0 means a 100% yield; for example, 0.34 means a 34% yield). The reactants are CN(C(ON1N=NC2C=CC=CC1=2)=[N+](C)C)C.F[P-](F)(F)(F)(F)F.Cl.Cl.[CH3:27][C@H:28]1[C:36]2[C:35]([N:37]3[CH2:42][CH2:41][NH:40][CH2:39][CH2:38]3)=[N:34][CH:33]=[N:32][C:31]=2[CH2:30][CH2:29]1.[C:43]([O:47][C:48]([NH:50][CH2:51][C@H:52]([C:56]1[CH:61]=[CH:60][C:59]([Cl:62])=[CH:58][CH:57]=1)[C:53](O)=[O:54])=[O:49])([CH3:46])([CH3:45])[CH3:44].CCN(C(C)C)C(C)C.C([O-])([O-])=O.[Na+].[Na+]. The catalyst is C(Cl)Cl.CC(=O)OCC. The product is [Cl:62][C:59]1[CH:60]=[CH:61][C:56]([C@H:52]([C:53]([N:40]2[CH2:41][CH2:42][N:37]([C:35]3[C:36]4[C@H:28]([CH3:27])[CH2:29][CH2:30][C:31]=4[N:32]=[CH:33][N:34]=3)[CH2:38][CH2:39]2)=[O:54])[CH2:51][NH:50][C:48](=[O:49])[O:47][C:43]([CH3:46])([CH3:44])[CH3:45])=[CH:57][CH:58]=1. The yield is 1.00.